From a dataset of Full USPTO retrosynthesis dataset with 1.9M reactions from patents (1976-2016). Predict the reactants needed to synthesize the given product. (1) The reactants are: [CH2:1]([O:8][CH2:9][C@H:10]1[CH2:14][O:13][C@H:12]([C:15]2[CH:20]=[CH:19][N:18]=[CH:17][C:16]=2[N+:21]([O-])=O)[O:11]1)[C:2]1[CH:7]=[CH:6][CH:5]=[CH:4][CH:3]=1. Given the product [CH2:1]([O:8][CH2:9][C@H:10]1[CH2:14][O:13][C@H:12]([C:15]2[CH:20]=[CH:19][N:18]=[CH:17][C:16]=2[NH2:21])[O:11]1)[C:2]1[CH:3]=[CH:4][CH:5]=[CH:6][CH:7]=1, predict the reactants needed to synthesize it. (2) Given the product [NH2:1][CH:2]1[CH2:7][CH2:6][N:5]([CH2:8][C@@H:9]2[N:19]3[C:20]4[N:11]([C:12](=[O:22])[CH:13]=[CH:14][C:15]=4[N:16]=[CH:17][C:18]3=[O:21])[CH2:10]2)[CH2:4][CH2:3]1, predict the reactants needed to synthesize it. The reactants are: [NH2:1][CH:2]1[CH2:7][CH2:6][N:5]([CH2:8][C@H:9]2[N:19]3[C:20]4[N:11]([C:12](=[O:22])[CH:13]=[CH:14][C:15]=4[N:16]=[CH:17][C:18]3=[O:21])[CH2:10]2)[CH2:4][CH2:3]1.S1C2C=C(C=O)N=CC=2OC1.C(O[BH-](OC(=O)C)OC(=O)C)(=O)C.[Na+].